This data is from Forward reaction prediction with 1.9M reactions from USPTO patents (1976-2016). The task is: Predict the product of the given reaction. (1) Given the reactants [CH2:1]([O:3][C:4]([CH:6]1[CH2:11][CH2:10][C:9](O)([CH2:12][N:13]([C:23]2[CH:28]=[CH:27][CH:26]=[CH:25][CH:24]=2)[C:14]([O:16]C2C=CC=CC=2)=[O:15])[CH2:8][CH2:7]1)=[O:5])[CH3:2].[H-].[Na+].O, predict the reaction product. The product is: [O:15]=[C:14]1[N:13]([C:23]2[CH:24]=[CH:25][CH:26]=[CH:27][CH:28]=2)[CH2:12][C:9]2([CH2:10][CH2:11][CH:6]([C:4]([O:3][CH2:1][CH3:2])=[O:5])[CH2:7][CH2:8]2)[O:16]1. (2) Given the reactants [CH3:1][O:2][C:3]([CH:5]1[CH2:9][CH2:8][CH:7]([CH2:10]C=C)[N:6]1[C:13](=[O:26])[CH:14]([NH:18][C:19]([O:21][C:22]([CH3:25])([CH3:24])[CH3:23])=[O:20])[CH2:15][CH:16]=[CH2:17])=[O:4].CS(C)=O, predict the reaction product. The product is: [CH3:1][O:2][C:3]([C@H:5]1[N:6]2[C:13](=[O:26])[C@@H:14]([NH:18][C:19]([O:21][C:22]([CH3:25])([CH3:23])[CH3:24])=[O:20])[CH2:15][CH:16]=[CH:17][CH2:10][C@@H:7]2[CH2:8][CH2:9]1)=[O:4]. (3) Given the reactants [NH2:1][C:2]1[S:3][C:4]([C:17]2[CH:22]=[CH:21][CH:20]=[C:19]([F:23])[CH:18]=2)=[C:5]([C:7]([N:9]2[CH2:14][C@H:13]3[C@H:11]([CH2:12]3)[C@H:10]2[CH2:15][NH2:16])=[O:8])[N:6]=1.[N:24]1[CH:25]=[C:26]([C:33](O)=[O:34])[N:27]2[CH:32]=[CH:31][CH:30]=[CH:29][C:28]=12, predict the reaction product. The product is: [NH2:1][C:2]1[S:3][C:4]([C:17]2[CH:22]=[CH:21][CH:20]=[C:19]([F:23])[CH:18]=2)=[C:5]([C:7]([N:9]2[CH2:14][C@H:13]3[C@H:11]([CH2:12]3)[C@H:10]2[CH2:15][NH:16][C:33]([C:26]2[N:27]3[CH:32]=[CH:31][CH:30]=[CH:29][C:28]3=[N:24][CH:25]=2)=[O:34])=[O:8])[N:6]=1. (4) Given the reactants [OH:1][CH2:2][C:3]1[S:4][C:5]2[CH2:6][N:7]([C:12]([O:14][C:15]([CH3:18])([CH3:17])[CH3:16])=[O:13])[CH2:8][CH2:9][C:10]=2[N:11]=1.C(N(CC)CC)C.[CH3:26][S:27](Cl)(=[O:29])=[O:28], predict the reaction product. The product is: [CH3:26][S:27]([O:1][CH2:2][C:3]1[S:4][C:5]2[CH2:6][N:7]([C:12]([O:14][C:15]([CH3:18])([CH3:17])[CH3:16])=[O:13])[CH2:8][CH2:9][C:10]=2[N:11]=1)(=[O:29])=[O:28]. (5) Given the reactants [F:1][C:2]1[C:10]([O:11]COC)=[CH:9][CH:8]=[C:7]([F:15])[C:3]=1[C:4]([OH:6])=[O:5].[CH3:16]O, predict the reaction product. The product is: [F:1][C:2]1[C:10]([OH:11])=[CH:9][CH:8]=[C:7]([F:15])[C:3]=1[C:4]([O:6][CH3:16])=[O:5].